This data is from Full USPTO retrosynthesis dataset with 1.9M reactions from patents (1976-2016). The task is: Predict the reactants needed to synthesize the given product. (1) Given the product [CH2:19]([C:21]1[CH:27]=[CH:26][CH:25]=[C:24]([CH2:28][CH3:29])[C:22]=1[NH:23][C:2]1[CH:7]=[CH:6][C:5]([C:8]2[CH:13]=[CH:12][CH:11]=[CH:10][CH:9]=2)=[CH:4][C:3]=1[N+:14]([O-:16])=[O:15])[CH3:20], predict the reactants needed to synthesize it. The reactants are: F[C:2]1[CH:7]=[CH:6][C:5]([C:8]2[CH:13]=[CH:12][CH:11]=[CH:10][CH:9]=2)=[CH:4][C:3]=1[N+:14]([O-:16])=[O:15].[F-].[K+].[CH2:19]([C:21]1[CH:27]=[CH:26][CH:25]=[C:24]([CH2:28][CH3:29])[C:22]=1[NH2:23])[CH3:20]. (2) Given the product [Cl:59][C:56]1[CH:57]=[C:58]2[C:53]([CH2:52][C:51]([CH3:60])([CH3:61])[C:50](=[O:62])[N:49]2[CH:46]2[CH2:45][CH2:44][N:43]([C:41]([C:38]3[CH:39]=[CH:40][C:35]([C:30]4[CH:31]=[CH:32][CH:33]=[CH:34][C:29]=4[O:28][C@H:26]([CH3:27])[CH2:25][CH2:24][OH:23])=[CH:36][C:37]=3[F:63])=[O:42])[CH2:48][CH2:47]2)=[N:54][CH:55]=1, predict the reactants needed to synthesize it. The reactants are: O1CCCC1.[Si]([O:23][CH2:24][CH2:25][C@H:26]([O:28][C:29]1[CH:34]=[CH:33][CH:32]=[CH:31][C:30]=1[C:35]1[CH:40]=[CH:39][C:38]([C:41]([N:43]2[CH2:48][CH2:47][CH:46]([N:49]3[C:58]4[C:53](=[N:54][CH:55]=[C:56]([Cl:59])[CH:57]=4)[CH2:52][C:51]([CH3:61])([CH3:60])[C:50]3=[O:62])[CH2:45][CH2:44]2)=[O:42])=[C:37]([F:63])[CH:36]=1)[CH3:27])(C(C)(C)C)(C1C=CC=CC=1)C1C=CC=CC=1.[F-].C([N+](CCCC)(CCCC)CCCC)CCC. (3) Given the product [ClH:54].[NH2:8][CH2:9][C:10]([O:12][C:13]1([CH2:16][CH2:17][O:18][C:19]2[CH:28]=[C:27]3[C:22]([C:23]([O:29][C:30]4[CH:35]=[CH:34][C:33]([NH:36][C:37]([C:39]5[C:40](=[O:52])[N:41]([C:46]6[CH:47]=[CH:48][CH:49]=[CH:50][CH:51]=6)[N:42]([CH3:45])[C:43]=5[CH3:44])=[O:38])=[CH:32][C:31]=4[F:53])=[CH:24][CH:25]=[N:26]3)=[CH:21][CH:20]=2)[CH2:15][CH2:14]1)=[O:11], predict the reactants needed to synthesize it. The reactants are: C(OC([NH:8][CH2:9][C:10]([O:12][C:13]1([CH2:16][CH2:17][O:18][C:19]2[CH:28]=[C:27]3[C:22]([C:23]([O:29][C:30]4[CH:35]=[CH:34][C:33]([NH:36][C:37]([C:39]5[C:40](=[O:52])[N:41]([C:46]6[CH:51]=[CH:50][CH:49]=[CH:48][CH:47]=6)[N:42]([CH3:45])[C:43]=5[CH3:44])=[O:38])=[CH:32][C:31]=4[F:53])=[CH:24][CH:25]=[N:26]3)=[CH:21][CH:20]=2)[CH2:15][CH2:14]1)=[O:11])=O)(C)(C)C.[ClH:54]. (4) Given the product [CH3:1][O:2][C:3]1([O:9][CH3:10])[CH2:6][CH:5]([CH2:7][O:8][CH2:17][C:18]2[CH:23]=[CH:22][CH:21]=[CH:20][CH:19]=2)[CH2:4]1, predict the reactants needed to synthesize it. The reactants are: [CH3:1][O:2][C:3]1([O:9][CH3:10])[CH2:6][CH:5]([CH2:7][OH:8])[CH2:4]1.CC(C)([O-])C.[K+].[CH2:17](Br)[C:18]1[CH:23]=[CH:22][CH:21]=[CH:20][CH:19]=1. (5) Given the product [CH2:3]([N:10]([CH2:12][C:13]1[CH:18]=[CH:17][C:16]([NH2:19])=[C:15]([O:22][CH3:23])[CH:14]=1)[CH3:11])[C:4]1[CH:9]=[CH:8][CH:7]=[CH:6][CH:5]=1, predict the reactants needed to synthesize it. The reactants are: [BH4-].[Na+].[CH2:3]([N:10]([CH2:12][C:13]1[CH:18]=[CH:17][C:16]([N+:19]([O-])=O)=[C:15]([O:22][CH3:23])[CH:14]=1)[CH3:11])[C:4]1[CH:9]=[CH:8][CH:7]=[CH:6][CH:5]=1.[NH4+].[OH-]. (6) Given the product [CH2:21]([N:28]1[C:36]2[C:31](=[C:32]([NH:37][C:12]([C:9]3[N:7]4[CH:8]=[C:3]([O:2][CH3:1])[CH:4]=[CH:5][C:6]4=[N:11][CH:10]=3)=[O:14])[CH:33]=[CH:34][CH:35]=2)[CH:30]=[N:29]1)[C:22]1[CH:23]=[CH:24][CH:25]=[CH:26][CH:27]=1, predict the reactants needed to synthesize it. The reactants are: [CH3:1][O:2][C:3]1[CH:4]=[CH:5][C:6]2[N:7]([C:9]([C:12]([OH:14])=O)=[CH:10][N:11]=2)[CH:8]=1.C(Cl)(=O)C(Cl)=O.[CH2:21]([N:28]1[C:36]2[CH:35]=[CH:34][CH:33]=[C:32]([NH2:37])[C:31]=2[CH:30]=[N:29]1)[C:22]1[CH:27]=[CH:26][CH:25]=[CH:24][CH:23]=1.CCN(C(C)C)C(C)C. (7) Given the product [C:1]1([C:21]2[CH:22]=[CH:23][CH:24]=[CH:25][CH:26]=2)[CH:6]=[CH:5][C:4]([C:7]2[C:8]([CH3:20])=[N:9][N:10]([C:13]3[CH:14]=[C:15]([CH:16]=[CH:17][CH:18]=3)[O:19][C:28]3[CH:40]=[CH:39][C:38]4[C:37]5[C:32](=[CH:33][CH:34]=[CH:35][CH:36]=5)[N:31]([C:41]5[CH:46]=[CH:45][CH:44]=[CH:43][N:42]=5)[C:30]=4[CH:29]=3)[C:11]=2[CH3:12])=[CH:3][CH:2]=1, predict the reactants needed to synthesize it. The reactants are: [C:1]1([C:21]2[CH:26]=[CH:25][CH:24]=[CH:23][CH:22]=2)[CH:6]=[CH:5][C:4]([C:7]2[C:8]([CH3:20])=[N:9][N:10]([C:13]3[CH:14]=[C:15]([OH:19])[CH:16]=[CH:17][CH:18]=3)[C:11]=2[CH3:12])=[CH:3][CH:2]=1.Br[C:28]1[CH:40]=[CH:39][C:38]2[C:37]3[C:32](=[CH:33][CH:34]=[CH:35][CH:36]=3)[N:31]([C:41]3[CH:46]=[CH:45][CH:44]=[CH:43][N:42]=3)[C:30]=2[CH:29]=1.N1C=CC=CC=1C(O)=O.[O-]P([O-])([O-])=O.[K+].[K+].[K+]. (8) The reactants are: [F:1][C:2]1[CH:3]=[C:4]([CH:22]=[CH:23][CH:24]=1)[CH2:5][O:6][C:7]1[CH:12]=[CH:11][C:10]([N:13]2[C:17](=[O:18])[CH2:16][C@H:15]([C:19](O)=[O:20])[CH2:14]2)=[CH:9][CH:8]=1.[CH2:25]([N:27](CC)CC)C.CN(C(ON1N=NC2C=CC=CC1=2)=[N+](C)C)C.F[P-](F)(F)(F)(F)F.Cl.CN. Given the product [CH3:25][NH:27][C:19]([C@@H:15]1[CH2:16][C:17](=[O:18])[N:13]([C:10]2[CH:11]=[CH:12][C:7]([O:6][CH2:5][C:4]3[CH:22]=[CH:23][CH:24]=[C:2]([F:1])[CH:3]=3)=[CH:8][CH:9]=2)[CH2:14]1)=[O:20], predict the reactants needed to synthesize it. (9) Given the product [ClH:60].[F:8][C:6]1[CH:5]=[C:4]2[C:12]3([CH2:17][CH2:16][CH2:15][NH:14][CH2:13]3)[C:10](=[O:11])[NH:9][C:3]2=[CH:2][CH:7]=1, predict the reactants needed to synthesize it. The reactants are: Br[C:2]1[CH:7]=[C:6]([F:8])[CH:5]=[CH:4][C:3]=1[NH:9][C:10]([C:12]1[CH2:13][N:14](C(OC(C)(C)C)=O)[CH2:15][CH2:16][CH:17]=1)=[O:11].BrC1C=C(F)C=CC=1N.C[Al](C)C.COC(C1CN(C(OC(C)(C)C)=O)CCC=1)=O.C([O-])(O)=O.[Na+].[Cl:60]CCl.